This data is from Forward reaction prediction with 1.9M reactions from USPTO patents (1976-2016). The task is: Predict the product of the given reaction. Given the reactants [CH:1]1([O:7][CH2:8][CH2:9][CH2:10][CH2:11][O:12][C:13]2[CH:18]=[CH:17][C:16]([CH2:19][CH2:20][CH2:21][O:22][C:23]3[CH:33]=[CH:32][C:26]([C:27]([O:29]CC)=[O:28])=[CH:25][C:24]=3[CH2:34][C:35]([NH:37][CH:38]3[CH2:43][CH2:42][CH2:41][CH:40]([C:44]([O:46]C)=[O:45])[CH2:39]3)=[O:36])=[CH:15][CH:14]=2)[CH2:6][CH2:5][CH2:4][CH2:3][CH2:2]1.[OH-].[Na+], predict the reaction product. The product is: [C:44]([CH:40]1[CH2:41][CH2:42][CH2:43][CH:38]([NH:37][C:35](=[O:36])[CH2:34][C:24]2[CH:25]=[C:26]([CH:32]=[CH:33][C:23]=2[O:22][CH2:21][CH2:20][CH2:19][C:16]2[CH:15]=[CH:14][C:13]([O:12][CH2:11][CH2:10][CH2:9][CH2:8][O:7][CH:1]3[CH2:6][CH2:5][CH2:4][CH2:3][CH2:2]3)=[CH:18][CH:17]=2)[C:27]([OH:29])=[O:28])[CH2:39]1)([OH:46])=[O:45].